Dataset: Full USPTO retrosynthesis dataset with 1.9M reactions from patents (1976-2016). Task: Predict the reactants needed to synthesize the given product. The reactants are: [CH3:1][O:2][C:3]1[CH:4]=[C:5]([CH2:11][NH:12][CH:13]2[CH2:18][CH2:17][N:16]([C:19]([O:21][C:22]([CH3:25])([CH3:24])[CH3:23])=[O:20])[CH2:15][CH2:14]2)[CH:6]=[CH:7][C:8]=1[O:9][CH3:10].C(N(C(C)C)CC)(C)C.[CH3:35][O:36][C:37]1[CH:42]=[CH:41][C:40]([CH2:43][C:44](Cl)=[O:45])=[CH:39][CH:38]=1.O. Given the product [CH3:1][O:2][C:3]1[CH:4]=[C:5]([CH2:11][N:12]([CH:13]2[CH2:14][CH2:15][N:16]([C:19]([O:21][C:22]([CH3:25])([CH3:24])[CH3:23])=[O:20])[CH2:17][CH2:18]2)[C:44](=[O:45])[CH2:43][C:40]2[CH:41]=[CH:42][C:37]([O:36][CH3:35])=[CH:38][CH:39]=2)[CH:6]=[CH:7][C:8]=1[O:9][CH3:10], predict the reactants needed to synthesize it.